This data is from Reaction yield outcomes from USPTO patents with 853,638 reactions. The task is: Predict the reaction yield, written as a fraction of the theoretical maximum amount of product (1.0 means a 100% yield; for example, 0.34 means a 34% yield). (1) The reactants are [Br:1][CH2:2][C:3]1[CH:11]=[CH:10][C:6]([C:7](O)=[O:8])=[CH:5][CH:4]=1.S(Cl)(Cl)=O.[NH4+:16].[OH-].O. The catalyst is C(OCC)(=O)C. The product is [Br:1][CH2:2][C:3]1[CH:11]=[CH:10][C:6]([C:7]([NH2:16])=[O:8])=[CH:5][CH:4]=1. The yield is 0.910. (2) The yield is 0.320. The product is [NH2:1][CH2:2][C:3]1[CH:4]=[C:5]([NH:14][C:15](=[O:19])[CH2:20][CH2:21][CH2:22][CH3:23])[CH:6]=[CH:7][C:8]=1[S:9]([CH2:12][CH3:13])(=[O:10])=[O:11]. The reactants are [NH2:1][CH2:2][C:3]1[CH:4]=[C:5]([NH:14][C:15](=[O:19])OCC)[CH:6]=[CH:7][C:8]=1[S:9]([CH2:12][CH3:13])(=[O:11])=[O:10].[C:20](Cl)(=O)[CH2:21][CH2:22][CH3:23].NC1C=CC(S(CC)(=O)=O)=C(C=1)C#N. No catalyst specified. (3) The reactants are [CH3:1][C:2]1[CH:6]=[CH:5][S:4][C:3]=1[C:7]1[O:8][C:9]2[C:10](=[C:12]([C:16]([OH:18])=O)[CH:13]=[CH:14][CH:15]=2)[N:11]=1.Cl.Cl.[NH2:21][CH:22]1[CH2:29][CH:28]2[N:30]([CH3:31])[CH:24]([CH2:25][CH2:26][CH2:27]2)[CH2:23]1.Cl.C(N=C=NCCCN(C)C)C.ON1C2C=CC=CC=2N=N1.C(N(CC)CC)C. The catalyst is CN(C=O)C.ClCCl. The product is [CH3:31][N:30]1[CH:24]2[CH2:25][CH2:26][CH2:27][CH:28]1[CH2:29][CH:22]([NH:21][C:16]([C:12]1[CH:13]=[CH:14][CH:15]=[C:9]3[O:8][C:7]([C:3]4[S:4][CH:5]=[CH:6][C:2]=4[CH3:1])=[N:11][C:10]=13)=[O:18])[CH2:23]2. The yield is 0.690. (4) The reactants are [CH3:1][N:2]([CH3:32])[C:3]1([C:25]2[CH:30]=[CH:29][C:28]([F:31])=[CH:27][CH:26]=2)[CH2:8][CH2:7][C:6](=[CH:9][C:10]([NH:12][CH:13]([CH3:24])[CH2:14][C:15]2[C:23]3[C:18](=[CH:19][CH:20]=[CH:21][CH:22]=3)[NH:17][CH:16]=2)=[O:11])[CH2:5][CH2:4]1.[Cl:33][Si](C)(C)C. The catalyst is CC(CC)=O. The product is [ClH:33].[CH3:32][N:2]([CH3:1])[C:3]1([C:25]2[CH:30]=[CH:29][C:28]([F:31])=[CH:27][CH:26]=2)[CH2:8][CH2:7][C:6](=[CH:9][C:10]([NH:12][CH:13]([CH3:24])[CH2:14][C:15]2[C:23]3[C:18](=[CH:19][CH:20]=[CH:21][CH:22]=3)[NH:17][CH:16]=2)=[O:11])[CH2:5][CH2:4]1. The yield is 0.630. (5) The reactants are [Cl-].O[NH3+:3].[C:4](=[O:7])([O-])[OH:5].[Na+].CS(C)=O.[CH2:13]([C:17]1[N:18]=[C:19]([CH3:48])[N:20]([CH2:39][C:40]2[CH:45]=[CH:44][C:43]([O:46][CH3:47])=[CH:42][CH:41]=2)[C:21](=[O:38])[C:22]=1[CH2:23][C:24]1[CH:29]=[CH:28][C:27]([C:30]2[C:31]([C:36]#[N:37])=[CH:32][CH:33]=[CH:34][CH:35]=2)=[CH:26][CH:25]=1)[CH2:14][CH2:15][CH3:16]. The catalyst is C(OCC)(=O)C. The product is [CH2:13]([C:17]1[N:18]=[C:19]([CH3:48])[N:20]([CH2:39][C:40]2[CH:45]=[CH:44][C:43]([O:46][CH3:47])=[CH:42][CH:41]=2)[C:21](=[O:38])[C:22]=1[CH2:23][C:24]1[CH:25]=[CH:26][C:27]([C:30]2[CH:35]=[CH:34][CH:33]=[CH:32][C:31]=2[C:36]2[NH:3][C:4](=[O:7])[O:5][N:37]=2)=[CH:28][CH:29]=1)[CH2:14][CH2:15][CH3:16]. The yield is 0.540.